From a dataset of Peptide-MHC class I binding affinity with 185,985 pairs from IEDB/IMGT. Regression. Given a peptide amino acid sequence and an MHC pseudo amino acid sequence, predict their binding affinity value. This is MHC class I binding data. (1) The binding affinity (normalized) is 0.797. The MHC is HLA-B40:02 with pseudo-sequence HLA-B40:02. The peptide sequence is IENSSVNVSL. (2) The peptide sequence is SAKTKISVE. The MHC is HLA-B08:01 with pseudo-sequence HLA-B08:01. The binding affinity (normalized) is 0.494. (3) The peptide sequence is WPEIVGAIV. The MHC is HLA-B58:01 with pseudo-sequence HLA-B58:01. The binding affinity (normalized) is 0.0847. (4) The peptide sequence is RGGRAFVTI. The MHC is HLA-A68:02 with pseudo-sequence HLA-A68:02. The binding affinity (normalized) is 0. (5) The peptide sequence is EMVEYLENQL. The MHC is HLA-A02:03 with pseudo-sequence HLA-A02:03. The binding affinity (normalized) is 0.506.